This data is from Catalyst prediction with 721,799 reactions and 888 catalyst types from USPTO. The task is: Predict which catalyst facilitates the given reaction. (1) Product: [CH3:6][N:7]1[C:12]2[C:13]([CH:16]=[O:2])=[CH:14][NH:15][C:11]=2[C:10](=[O:17])[N:9]([CH3:18])[C:8]1=[O:19]. The catalyst class is: 9. Reactant: P(Cl)(Cl)(Cl)=[O:2].[CH3:6][N:7]1[C:12]2[C:13]([CH3:16])=[CH:14][NH:15][C:11]=2[C:10](=[O:17])[N:9]([CH3:18])[C:8]1=[O:19]. (2) Reactant: Cl.[CH:2]([C:5]1[S:6][CH:7]=[C:8]([C:10]2[S:14][C:13]([NH:15]C(=O)C)=[N:12][C:11]=2[CH3:19])[N:9]=1)([CH3:4])[CH3:3]. Product: [CH:2]([C:5]1[S:6][CH:7]=[C:8]([C:10]2[S:14][C:13]([NH2:15])=[N:12][C:11]=2[CH3:19])[N:9]=1)([CH3:4])[CH3:3]. The catalyst class is: 5. (3) Reactant: [CH2:1]([O:8][C:9]1[CH:16]=[CH:15][C:12]([CH:13]=[O:14])=[C:11]([N:17]([CH2:20][CH:21]([OH:23])[CH3:22])C=O)[CH:10]=1)[C:2]1[CH:7]=[CH:6][CH:5]=[CH:4][CH:3]=1. Product: [CH2:1]([O:8][C:9]1[CH:16]=[CH:15][C:12]([CH:13]=[O:14])=[C:11]([NH:17][CH2:20][CH:21]([OH:23])[CH3:22])[CH:10]=1)[C:2]1[CH:7]=[CH:6][CH:5]=[CH:4][CH:3]=1. The catalyst class is: 6. (4) Reactant: [H-].[Na+].OCC[N:6]1[C:10](=[O:11])[C:9]2=[CH:12][CH:13]=[CH:14][CH:15]=[C:8]2[C:7]1=[O:16].[H][H].C(OC(OCC)CBr)C. Product: [C:10]1(=[O:11])[NH:6][C:7](=[O:16])[C:8]2=[CH:15][CH:14]=[CH:13][CH:12]=[C:9]12. The catalyst class is: 3.